The task is: Predict the reaction yield, written as a fraction of the theoretical maximum amount of product (1.0 means a 100% yield; for example, 0.34 means a 34% yield).. This data is from Reaction yield outcomes from USPTO patents with 853,638 reactions. The reactants are [N:1]([C:4]1[CH:9]=[CH:8][CH:7]=[CH:6][N:5]=1)=[C:2]=[O:3].[H-].[Na+].[C:12]1([CH2:18][NH:19][C:20]([CH:22]([C:28](OCC)=[O:29])[C:23]([O:25][CH2:26][CH3:27])=[O:24])=[O:21])[CH:17]=[CH:16][CH:15]=[CH:14][CH:13]=1. The catalyst is O1CCOCC1.ClCCl. The product is [OH:29][C:28]1[N:1]([C:4]2[CH:9]=[CH:8][CH:7]=[CH:6][N:5]=2)[C:2](=[O:3])[N:19]([CH2:18][C:12]2[CH:13]=[CH:14][CH:15]=[CH:16][CH:17]=2)[C:20](=[O:21])[C:22]=1[C:23]([O:25][CH2:26][CH3:27])=[O:24]. The yield is 0.120.